Dataset: Full USPTO retrosynthesis dataset with 1.9M reactions from patents (1976-2016). Task: Predict the reactants needed to synthesize the given product. (1) Given the product [CH2:22]([NH:8][C@@H:9]1[C@@H:13]([O:14][Si:26]([CH2:29][CH3:30])([CH2:27][CH3:28])[CH2:24][CH3:25])[CH2:12][N:11]([C:15]([O:17][C:18]([CH3:19])([CH3:20])[CH3:21])=[O:16])[CH2:10]1)[CH3:23], predict the reactants needed to synthesize it. The reactants are: C([N:8]([CH2:22][CH3:23])[C@@H:9]1[C@@H:13]([OH:14])[CH2:12][N:11]([C:15]([O:17][C:18]([CH3:21])([CH3:20])[CH3:19])=[O:16])[CH2:10]1)C1C=CC=CC=1.[CH2:24]([Si:26](Cl)([CH2:29][CH3:30])[CH2:27][CH3:28])[CH3:25]. (2) Given the product [N+:12]([C:9]1[CH:8]=[CH:7][C:6]([C:4](=[O:5])[CH2:3][NH:2][C:16](=[O:23])[CH2:17][CH2:18][C:19]([O:21][CH3:22])=[O:20])=[CH:11][CH:10]=1)([O-:14])=[O:13], predict the reactants needed to synthesize it. The reactants are: Cl.[NH2:2][CH2:3][C:4]([C:6]1[CH:11]=[CH:10][C:9]([N+:12]([O-:14])=[O:13])=[CH:8][CH:7]=1)=[O:5].Cl[C:16](=[O:23])[CH2:17][CH2:18][C:19]([O:21][CH3:22])=[O:20].O. (3) Given the product [Br:13][CH2:21][C:22]1[C:31](=[O:32])[C:30]2[C:25](=[N:26][CH:27]=[CH:28][CH:29]=2)[N:24]([C:33]2[CH:38]=[CH:37][CH:36]=[CH:35][CH:34]=2)[C:23]=1[C:39]1[O:40][CH:41]=[CH:42][N:43]=1, predict the reactants needed to synthesize it. The reactants are: N(C(C)(C)C#N)=NC(C)(C)C#N.[Br:13]N1C(=O)CCC1=O.[CH3:21][C:22]1[C:31](=[O:32])[C:30]2[C:25](=[N:26][CH:27]=[CH:28][CH:29]=2)[N:24]([C:33]2[CH:38]=[CH:37][CH:36]=[CH:35][CH:34]=2)[C:23]=1[C:39]1[O:40][CH:41]=[CH:42][N:43]=1. (4) Given the product [CH:1]([N:4]1[C:8]([C:9]2[N:10]=[C:11]3[C:17]4[CH:18]=[CH:19][C:20]([CH2:22][C:23]([OH:25])=[O:24])=[CH:21][C:16]=4[O:15][CH2:14][CH2:13][N:12]3[CH:28]=2)=[N:7][CH:6]=[N:5]1)([CH3:3])[CH3:2], predict the reactants needed to synthesize it. The reactants are: [CH:1]([N:4]1[C:8]([C:9]2[N:10]=[C:11]3[C:17]4[CH:18]=[CH:19][C:20]([CH2:22][C:23]([O:25]CC)=[O:24])=[CH:21][C:16]=4[O:15][CH2:14][CH2:13][N:12]3[CH:28]=2)=[N:7][CH:6]=[N:5]1)([CH3:3])[CH3:2].[OH-].[Li+]. (5) Given the product [Br:1][C:2]1[CH:10]=[CH:9][C:5]([C:6]([N:8]=[CH:14][N:15]([CH3:17])[CH3:16])=[O:7])=[C:4]([CH3:11])[CH:3]=1, predict the reactants needed to synthesize it. The reactants are: [Br:1][C:2]1[CH:10]=[CH:9][C:5]([C:6]([NH2:8])=[O:7])=[C:4]([CH3:11])[CH:3]=1.CO[CH:14](OC)[N:15]([CH3:17])[CH3:16].